This data is from Catalyst prediction with 721,799 reactions and 888 catalyst types from USPTO. The task is: Predict which catalyst facilitates the given reaction. Reactant: [Cl:1][C:2]1[CH:7]=[CH:6][C:5]([O:8][CH3:9])=[CH:4][C:3]=1[NH:10][C:11](=O)[CH2:12][F:13].[BH4-].[Na+].II. Product: [Cl:1][C:2]1[CH:7]=[CH:6][C:5]([O:8][CH3:9])=[CH:4][C:3]=1[NH:10][CH2:11][CH2:12][F:13]. The catalyst class is: 1.